This data is from Forward reaction prediction with 1.9M reactions from USPTO patents (1976-2016). The task is: Predict the product of the given reaction. (1) Given the reactants [NH2:1][C:2]1[CH:3]=[C:4]2[C:8](=[CH:9][CH:10]=1)[NH:7][C:6](=[O:11])[CH2:5]2.[Cl:12][CH2:13][C:14](Cl)=[O:15], predict the reaction product. The product is: [Cl:12][CH2:13][C:14]([NH:1][C:2]1[CH:3]=[C:4]2[C:8](=[CH:9][CH:10]=1)[NH:7][C:6](=[O:11])[CH2:5]2)=[O:15]. (2) Given the reactants [C:1]([C:3]1[S:4][C:5]([C:9]([O:11][CH2:12][CH3:13])=[O:10])=[C:6]([CH3:8])[N:7]=1)#[CH:2].C(N(CC)C(C)C)(C)C.[CH2:23]([N:30]=[N+:31]=[N-:32])[C:24]1[CH:29]=[CH:28][CH:27]=[CH:26][CH:25]=1, predict the reaction product. The product is: [CH2:23]([N:30]1[CH:2]=[C:1]([C:3]2[S:4][C:5]([C:9]([O:11][CH2:12][CH3:13])=[O:10])=[C:6]([CH3:8])[N:7]=2)[N:32]=[N:31]1)[C:24]1[CH:29]=[CH:28][CH:27]=[CH:26][CH:25]=1. (3) Given the reactants [NH2:1][C:2]([C:8]1[CH:13]=[CH:12][CH:11]=[CH:10][CH:9]=1)([CH3:7])[C:3](OC)=[O:4].[BH4-].[Na+], predict the reaction product. The product is: [NH2:1][C:2]([C:8]1[CH:13]=[CH:12][CH:11]=[CH:10][CH:9]=1)([CH3:7])[CH2:3][OH:4].